From a dataset of CYP2C9 inhibition data for predicting drug metabolism from PubChem BioAssay. Regression/Classification. Given a drug SMILES string, predict its absorption, distribution, metabolism, or excretion properties. Task type varies by dataset: regression for continuous measurements (e.g., permeability, clearance, half-life) or binary classification for categorical outcomes (e.g., BBB penetration, CYP inhibition). Dataset: cyp2c9_veith. (1) The drug is CC(C)(C)CNC(CO)C12CC3CC(CC(C3)C1)C2.Cl. The result is 0 (non-inhibitor). (2) The drug is Cc1nc2cnc(N3CCNCC3)nc2n(Cc2cccs2)c1=O. The result is 0 (non-inhibitor).